From a dataset of Retrosynthesis with 50K atom-mapped reactions and 10 reaction types from USPTO. Predict the reactants needed to synthesize the given product. (1) The reactants are: CC(=O)NNC(=O)CCn1c(C(=O)N(CC(C)C)[C@H]2C[C@@H](C(=O)N3CCOCC3)CN(C(=O)OC(C)(C)C)C2)nc2ccccc21. Given the product Cc1nnc(CCn2c(C(=O)N(CC(C)C)[C@H]3C[C@@H](C(=O)N4CCOCC4)CN(C(=O)OC(C)(C)C)C3)nc3ccccc32)o1, predict the reactants needed to synthesize it. (2) The reactants are: Cc1ccc(S(=O)(=O)Cl)cc1.OCCOCC(O)c1ccc2sccc2c1. Given the product Cc1ccc(S(=O)(=O)OCCOCC(O)c2ccc3sccc3c2)cc1, predict the reactants needed to synthesize it. (3) Given the product COc1ccc([N+](=O)[O-])cc1C(=O)O, predict the reactants needed to synthesize it. The reactants are: C[O-].O=C(O)c1cc([N+](=O)[O-])ccc1Cl. (4) Given the product Cc1cccc(CN(C)C(=O)c2ccc(-c3cc(-c4nnc(C)o4)ccc3C)cc2)c1, predict the reactants needed to synthesize it. The reactants are: CI.Cc1cccc(CNC(=O)c2ccc(-c3cc(-c4nnc(C)o4)ccc3C)cc2)c1. (5) Given the product CN1CCNCC1(C)c1nc(O)c(O)c(C(=O)NCc2ccc(F)cc2)n1, predict the reactants needed to synthesize it. The reactants are: CN1CCN(C(=O)OC(C)(C)C)CC1(C)c1nc(O)c(O)c(C(=O)NCc2ccc(F)cc2)n1. (6) Given the product CC(C)=CCC/C(C)=C/CCC(C)=CCC/C(C)=C/CCC(=O)N1CCN(C)CC1, predict the reactants needed to synthesize it. The reactants are: CN1CCNCC1.COC(=O)CC/C=C(\C)CCC=C(C)CC/C=C(\C)CCC=C(C)C. (7) The reactants are: C1COCCN1.O=c1[nH]ccc2scc(Br)c12. Given the product O=c1[nH]ccc2scc(N3CCOCC3)c12, predict the reactants needed to synthesize it.